This data is from Experimentally validated miRNA-target interactions with 360,000+ pairs, plus equal number of negative samples. The task is: Binary Classification. Given a miRNA mature sequence and a target amino acid sequence, predict their likelihood of interaction. (1) The miRNA is mmu-miR-1981-5p with sequence GUAAAGGCUGGGCUUAGACGUGGC. The protein sequence of the target gene is MHTEAVGGAARRPQKLRSQAAAPACRAMPSEFTSAKLRSDCSRTSLQWYTRTQHKMRRPSLLIKDICKCTLVAFGVWLLYILILNYTAEECDMKRMHYVDPDRIKRAQSYAQEVLQKECRPRYAKTAMALLFEDRYSINLEPFVQKVPTASEAELKYDPPFGFRKFSSKVQSLLDMLPEHDFPEHLRAKACKRCVVVGNGGILHGLELGHALNQFDVVIRLNSAPVEGYSEHVGNKTTIRMTYPEGAPLSDVEYYANDLFVTVLFKSVDFKWLQAMVKNESLPFWVRLFFWKQVAEKVPL.... Result: 0 (no interaction). (2) The miRNA is hsa-miR-335-5p with sequence UCAAGAGCAAUAACGAAAAAUGU. The protein sequence of the target gene is MLLCLSPAWLMKVPAPGQPGEAALLVSKAVSFHPGGLTFLDDFVPPRRATYFLAGLGLGPGRGREAAELARDLTCPTGASAELARLLEDRLLTRQLLAQQGGVAVPATLAFTYKPPGLLRGGDASLGLRLVELSGKEGQETLVKEEVEAFLRSEALGDILQVAVKLSGWRWRGRQAWRLHPRAELGAVVDTVLALLEKLEEEESVLVEAVYPPAQLPCSDGPSPGPGLAVRICAVVCRTQGDRPLLSKVVCGVGRGDRPLRHHNSLPRTLEVALAQCGLGEEAQVAAVRQRVKAAAEAAL.... Result: 1 (interaction). (3) The miRNA is hsa-miR-6086 with sequence GGAGGUUGGGAAGGGCAGAG. The protein sequence of the target gene is MNAIVALCHFCELHGPRTLFCTEVLHAPLPQGDGNEDSPGQGEQAEEEEGGIQMNSRMRAHSPAEGASVESSSPGPKKSDMCEGCRSLAAGHPGYISHDKETSIKYVSHQHPSHPQLFSIVRQACVRSLSCEVCPGREGPIFFGDEQHGFVFSHTFFIKDSLARGFQRWYSIITIMMDRIYLINSWPFLLGKVRGIIDELQGKALKVFEAEQFGCPQRAQRMNTAFTPFLHQRNGNAARSLTSLTSDDNLWACLHTSFAWLLKACGSRLTEKLLEGAPTEDTLVQMEKLADLEEESESWD.... Result: 1 (interaction). (4) The miRNA is hsa-miR-376b-5p with sequence CGUGGAUAUUCCUUCUAUGUUU. The protein sequence of the target gene is MTHCCSPGCQPTCCRTTCCRTTCWQPTIVTTCSSTPCCQPSCCVSSCCQPYCHPTCCQNTCCRTTCCQPTCVTSCCQPSCCSTPCYQPICCGSSCCGQTSCGSSCGQSSSCAPVYCRRTCYHPTTVCLPGCLNQSCGSSCCQPCYCPACCVSSCCQHSCC. Result: 0 (no interaction). (5) The miRNA is mmu-miR-211-5p with sequence UUCCCUUUGUCAUCCUUUGCCU. The protein sequence of the target gene is MGSHPTPGLQRTTSAGYRLPPTRPPASVSPAARGGPMASRGLAGGCQAPQALKAQRVAQGAACDGVQQDQLWRELLEAERRGQQRWIQNWSFLKDYDPMGNKKEPEKLPDHVPLFSDTVPSSTNQVVGSRLDTPLGQTLIRMDFFFTEGARKKKLEDQMQPI. Result: 0 (no interaction). (6) The protein sequence of the target gene is MRATPLAAPAGSLSRKKRLELDDNLDTERPVQKRARSGPQPRLPPCLLPLSPPTAPDRATAVATASRLGPYVLLEPEEGGRAYQALHCPTGTEYTCKVYPVQEALAVLEPYARLPPHKHVARPTEVLAGTQLLYAFFTRTHGDMHSLVRSRHRIPEPEAAVLFRQMATALAHCHQHGLVLRDLKLCRFVFADRERKKLVLENLEDSCVLTGPDDSLWDKHACPAYVGPEILSSRASYSGKAADVWSLGVALFTMLAGHYPFQDSEPVLLFGKIRRGAYALPAGLSAPARCLVRCLLRREP.... Result: 0 (no interaction). The miRNA is hsa-miR-5191 with sequence AGGAUAGGAAGAAUGAAGUGCU. (7) Result: 1 (interaction). The miRNA is hsa-miR-23a-3p with sequence AUCACAUUGCCAGGGAUUUCC. The protein sequence of the target gene is MTFTFQSEDLKRDCGKKMSHQHVFSLAMEEDVKTADTKKASRILDHEKENTRSICLLEQKRKVVSSNIDVPPARKSSEELDMDKVTAAMVLTSLSTSPLVRSPPVRPNESLSGSWKEGGCVPSSTSSSGYWSWSAPSDQSNPSTPSPPLSADSFKPFRSPAQPDDGIDEAEASNLLFDEPIPRKRKNSMKVMFKCLWKNCGKVLSTAAGIQKHIRTIHLGRVGDSDYSDGEEDFYYTEIKLNTDSVADGLSSLAPVSPSQSLASPPTFPIPDSSRTETPCAKTETKLMTPLSRSAPTTLY....